This data is from PAMPA (Parallel Artificial Membrane Permeability Assay) permeability data from NCATS. The task is: Regression/Classification. Given a drug SMILES string, predict its absorption, distribution, metabolism, or excretion properties. Task type varies by dataset: regression for continuous measurements (e.g., permeability, clearance, half-life) or binary classification for categorical outcomes (e.g., BBB penetration, CYP inhibition). Dataset: pampa_ncats. (1) The compound is C1=CC(=CC(=C1)O)NS(=O)(=O)C2=CC=C(C=C2)NC(=O)CC3=CC(=C(C=C3)Cl)Cl. The result is 1 (high permeability). (2) The compound is CC1=C(C(=O)N2C(=N1)N=C(N2)NC(=O)C3=CC=C(C=C3)C(C)(C)C)Cl. The result is 0 (low-to-moderate permeability). (3) The drug is CN1C2=C(C=N1)C(=CC(=N2)C(=O)N(C)C)C3=CC=C(C=C3)S(=O)(=O)C. The result is 1 (high permeability). (4) The compound is CC1=C(C=C(C=C1)C2=NC3=CC=CC=C3C(=C2)C(=O)NC4=CC=C(C=C4)C#N)C. The result is 1 (high permeability). (5) The result is 1 (high permeability). The molecule is C1CN(CCC1C(=O)N)C2=NC(=CS2)C3=CC4=C(C=C3)OCC4. (6) The molecule is CC1=CC=CC2=NC(=C(N12)NC3=CC=C(C=C3)F)C4=CC=CC=N4. The result is 1 (high permeability).